From a dataset of Full USPTO retrosynthesis dataset with 1.9M reactions from patents (1976-2016). Predict the reactants needed to synthesize the given product. (1) The reactants are: [CH3:1][O:2][C:3]([C:5]1([NH:10][C:11]([CH:13]2[CH2:17][CH:16](OS(C3C=CC(Br)=CC=3)(=O)=O)[CH2:15][N:14]2[C:29](=[O:45])[CH:30]([NH:35][C:36]([O:38][CH:39]2[CH2:44][CH:43]3[CH:41]([CH2:42]3)[CH2:40]2)=[O:37])[C:31]([CH3:34])([CH3:33])[CH3:32])=[O:12])[CH2:7][CH:6]1[CH2:8][CH3:9])=[O:4].[Cl:46][C:47]1[C:48]([O:67][CH2:68][CH:69]([O:72][CH3:73])[O:70][CH3:71])=[CH:49][CH:50]=[C:51]2[C:56]=1[N:55]=[C:54]([C:57]1[N:58]=[C:59]([NH:62][CH:63]([CH3:65])[CH3:64])[S:60][CH:61]=1)[CH:53]=[C:52]2[OH:66].C(=O)([O-])[O-].[Cs+].[Cs+].[Li+].[Cl-]. Given the product [CH3:1][O:2][C:3]([C:5]1([NH:10][C:11]([CH:13]2[CH2:17][CH:16]([O:66][C:52]3[C:51]4[C:56](=[C:47]([Cl:46])[C:48]([O:67][CH2:68][CH:69]([O:70][CH3:71])[O:72][CH3:73])=[CH:49][CH:50]=4)[N:55]=[C:54]([C:57]4[N:58]=[C:59]([NH:62][CH:63]([CH3:65])[CH3:64])[S:60][CH:61]=4)[CH:53]=3)[CH2:15][N:14]2[C:29](=[O:45])[CH:30]([NH:35][C:36]([O:38][CH:39]2[CH2:44][CH:43]3[CH:41]([CH2:42]3)[CH2:40]2)=[O:37])[C:31]([CH3:33])([CH3:34])[CH3:32])=[O:12])[CH2:7][CH:6]1[CH2:8][CH3:9])=[O:4], predict the reactants needed to synthesize it. (2) Given the product [CH2:8]([N:15]1[C@@H:20]2[C@H:21]([C:23]([NH:67][NH2:68])=[O:25])[CH2:22][C@@:16]1([C:42]1[CH:47]=[CH:46][CH:45]=[CH:44][CH:43]=1)[C@H:17]([O:26][CH2:27][C:28]1[CH:29]=[C:30]([C:38]([F:40])([F:39])[F:41])[CH:31]=[C:32]([C:34]([F:37])([F:35])[F:36])[CH:33]=1)[CH2:18][CH2:19]2)[C:9]1[CH:14]=[CH:13][CH:12]=[CH:11][CH:10]=1, predict the reactants needed to synthesize it. The reactants are: FC(F)(F)C(O)=O.[CH2:8]([N:15]1[C@@H:20]2[C@H:21]([C:23]([OH:25])=O)[CH2:22][C@@:16]1([C:42]1[CH:47]=[CH:46][CH:45]=[CH:44][CH:43]=1)[C@H:17]([O:26][CH2:27][C:28]1[CH:33]=[C:32]([C:34]([F:37])([F:36])[F:35])[CH:31]=[C:30]([C:38]([F:41])([F:40])[F:39])[CH:29]=1)[CH2:18][CH2:19]2)[C:9]1[CH:14]=[CH:13][CH:12]=[CH:11][CH:10]=1.C(N(CC)CC)C.Cl.CN(C)CCCN=C=NCC.[NH2:67][NH2:68]. (3) Given the product [Cl-:23].[Cl-:23].[C:13]([O:15][CH3:16])(=[O:14])[C:12]1[C:8](=[CH:7][C:3](=[C:2]([CH:17]=1)[C:1]([O:19][CH3:20])=[O:18])[C:4]([O-:6])=[O:5])[C:9]([O-:11])=[O:10], predict the reactants needed to synthesize it. The reactants are: [C:1]([O:19][CH3:20])(=[O:18])[C:2]1[C:3](=[CH:7][C:8](=[C:12]([CH:17]=1)[C:13]([O:15][CH3:16])=[O:14])[C:9]([O-:11])=[O:10])[C:4]([O-:6])=[O:5].S(Cl)([Cl:23])=O.